This data is from Reaction yield outcomes from USPTO patents with 853,638 reactions. The task is: Predict the reaction yield, written as a fraction of the theoretical maximum amount of product (1.0 means a 100% yield; for example, 0.34 means a 34% yield). (1) The reactants are Cl[C:2]1[CH:7]=[C:6]([C:8]2[CH:13]=[C:12]([Cl:14])[CH:11]=[CH:10][C:9]=2[O:15][CH2:16][CH3:17])[N:5]=[C:4]([NH2:18])[N:3]=1.[F:19][C:20]1[CH:25]=[CH:24][C:23]([NH2:26])=[CH:22][CH:21]=1. No catalyst specified. The product is [Cl:14][C:12]1[CH:11]=[CH:10][C:9]([O:15][CH2:16][CH3:17])=[C:8]([C:6]2[N:5]=[C:4]([NH2:18])[N:3]=[C:2]([NH:26][C:23]3[CH:24]=[CH:25][C:20]([F:19])=[CH:21][CH:22]=3)[CH:7]=2)[CH:13]=1. The yield is 0.680. (2) The reactants are CN(C)CCCN=C=NCC.O.[C:13]([NH:20][C@H:21]([C:26]([OH:28])=O)[CH2:22][CH:23]([CH3:25])[CH3:24])([O:15][C:16]([CH3:19])([CH3:18])[CH3:17])=[O:14].OC1C2N=NNC=2C=CC=1.[CH2:39]([O:46][C:47]([N:49]1[CH2:55][CH:54]([OH:56])[CH:53]([NH2:57])[CH2:52][CH2:51][CH:50]1[CH3:58])=[O:48])[C:40]1[CH:45]=[CH:44][CH:43]=[CH:42][CH:41]=1. The catalyst is CN(C=O)C.CCOC(C)=O. The product is [CH2:39]([O:46][C:47]([N:49]1[CH2:55][C@H:54]([OH:56])[C@@H:53]([NH:57][C:26](=[O:28])[C@@H:21]([NH:20][C:13]([O:15][C:16]([CH3:17])([CH3:18])[CH3:19])=[O:14])[CH2:22][CH:23]([CH3:24])[CH3:25])[CH2:52][CH2:51][C@H:50]1[CH3:58])=[O:48])[C:40]1[CH:41]=[CH:42][CH:43]=[CH:44][CH:45]=1. The yield is 0.720. (3) The reactants are C[O:2][C:3](=[O:38])[C:4]1[CH:9]=[CH:8][C:7]([O:10][C:11]2[CH:16]=[CH:15][C:14]([C:17]([CH2:35][CH3:36])([C:20]3[CH:25]=[CH:24][C:23](/[CH:26]=[CH:27]/[C:28]([CH2:32][CH3:33])([OH:31])[CH2:29][CH3:30])=[C:22]([CH3:34])[CH:21]=3)[CH2:18][CH3:19])=[CH:13][C:12]=2[CH3:37])=[CH:6][CH:5]=1. The catalyst is CCO.[OH-].[Na+]. The product is [CH2:18]([C:17]([C:14]1[CH:15]=[CH:16][C:11]([O:10][C:7]2[CH:8]=[CH:9][C:4]([C:3]([OH:38])=[O:2])=[CH:5][CH:6]=2)=[C:12]([CH3:37])[CH:13]=1)([C:20]1[CH:25]=[CH:24][C:23](/[CH:26]=[CH:27]/[C:28]([CH2:29][CH3:30])([OH:31])[CH2:32][CH3:33])=[C:22]([CH3:34])[CH:21]=1)[CH2:35][CH3:36])[CH3:19]. The yield is 0.190. (4) The reactants are [Cl:1][C:2]1[CH:7]=[CH:6][C:5]([O:8][CH3:9])=[CH:4][C:3]=1[C:10]1[CH:20]=[C:19]([CH3:21])[C:13]2[N:14]=[C:15]([NH2:18])[N:16]=[N:17][C:12]=2[CH:11]=1.Br[C:23]1[CH:28]=[CH:27][C:26]([C:29]([N:31]2[CH2:36][CH2:35][N:34]([CH3:37])[CH2:33][CH2:32]2)=[O:30])=[CH:25][CH:24]=1.C(=O)([O-])[O-].[Cs+].[Cs+].C1(P(C2C=CC=CC=2)C2C3OC4C(=CC=CC=4P(C4C=CC=CC=4)C4C=CC=CC=4)C(C)(C)C=3C=CC=2)C=CC=CC=1. The catalyst is C1C=CC(/C=C/C(/C=C/C2C=CC=CC=2)=O)=CC=1.C1C=CC(/C=C/C(/C=C/C2C=CC=CC=2)=O)=CC=1.C1C=CC(/C=C/C(/C=C/C2C=CC=CC=2)=O)=CC=1.[Pd].[Pd]. The product is [Cl:1][C:2]1[CH:7]=[CH:6][C:5]([O:8][CH3:9])=[CH:4][C:3]=1[C:10]1[CH:20]=[C:19]([CH3:21])[C:13]2[N:14]=[C:15]([NH:18][C:23]3[CH:24]=[CH:25][C:26]([C:29]([N:31]4[CH2:36][CH2:35][N:34]([CH3:37])[CH2:33][CH2:32]4)=[O:30])=[CH:27][CH:28]=3)[N:16]=[N:17][C:12]=2[CH:11]=1. The yield is 0.580. (5) The reactants are [NH2:1][CH:2]1[CH2:7][CH2:6][N:5]([C:8]([O:10][C:11]([CH3:14])([CH3:13])[CH3:12])=[O:9])[CH2:4][CH2:3]1.C[O:16][C:17](=O)[C@H:18]([NH:31][C:32]([O:34][CH2:35][C:36]1[CH:41]=[CH:40][CH:39]=[CH:38][CH:37]=1)=[O:33])[CH2:19][C:20]1[C:21]([CH2:29]Cl)=[C:22]2[C:26](=[CH:27][CH:28]=1)[NH:25][N:24]=[CH:23]2. No catalyst specified. The product is [C:11]([O:10][C:8]([N:5]1[CH2:4][CH2:3][CH:2]([N:1]2[CH2:29][C:21]3[C:22]4[CH:23]=[N:24][NH:25][C:26]=4[CH:27]=[CH:28][C:20]=3[CH2:19][C@@H:18]([NH:31][C:32]([O:34][CH2:35][C:36]3[CH:37]=[CH:38][CH:39]=[CH:40][CH:41]=3)=[O:33])[C:17]2=[O:16])[CH2:7][CH2:6]1)=[O:9])([CH3:14])([CH3:13])[CH3:12]. The yield is 1.00. (6) The reactants are C(N(CC)CC)C.[C:8]([CH:15]([CH2:31][CH2:32][NH:33][CH2:34][CH2:35][CH2:36][CH2:37][NH:38][CH2:39][CH2:40][CH2:41][NH2:42])[N:16]([C:24]([O:26][C:27]([CH3:30])([CH3:29])[CH3:28])=[O:25])[C:17]([O:19][C:20]([CH3:23])([CH3:22])[CH3:21])=[O:18])([O:10][C:11]([CH3:14])([CH3:13])[CH3:12])=[O:9].BrCC(OCC)=O.[Na+].[Cl-]. The catalyst is C(#N)C. The product is [CH2:11]([O:10][C:8](=[O:9])[CH3:15])[CH3:12].[C:8]([CH:15]([CH2:31][CH2:32][NH:33][CH2:34][CH2:35][CH2:36][CH2:37][NH:38][CH2:39][CH2:40][CH2:41][NH2:42])[N:16]([C:17]([O:19][C:20]([CH3:21])([CH3:22])[CH3:23])=[O:18])[C:24]([O:26][C:27]([CH3:29])([CH3:30])[CH3:28])=[O:25])([O:10][C:11]([CH3:14])([CH3:13])[CH3:12])=[O:9]. The yield is 0.640. (7) The reactants are [N:1]1[C:10]2[C:5](=[CH:6][CH:7]=[CH:8][CH:9]=2)[CH:4]=[CH:3][C:2]=1[NH:11][CH2:12][CH2:13][CH2:14][NH2:15].[C:16]([N:19]1[C:27]2[C:22](=[CH:23][CH:24]=[CH:25][CH:26]=2)[C:21]([CH:28]=O)=[CH:20]1)(=[O:18])[CH3:17]. No catalyst specified. The product is [C:16]([N:19]1[C:27]2[C:22](=[CH:23][CH:24]=[CH:25][CH:26]=2)[C:21]([CH2:28][CH:14]([NH2:15])[CH2:13][CH2:12][NH:11][C:2]2[CH:3]=[CH:4][C:5]3[C:10](=[CH:9][CH:8]=[CH:7][CH:6]=3)[N:1]=2)=[CH:20]1)(=[O:18])[CH3:17]. The yield is 0.250.